Dataset: Reaction yield outcomes from USPTO patents with 853,638 reactions. Task: Predict the reaction yield, written as a fraction of the theoretical maximum amount of product (1.0 means a 100% yield; for example, 0.34 means a 34% yield). The reactants are Cl.[CH3:2][O:3][C:4]1[CH:9]=[CH:8][CH:7]=[CH:6][C:5]=1[N:10]1[CH2:15][CH2:14][NH:13][CH2:12][CH2:11]1.C(N(CC)CC)C.[Cl:23][C:24]([Cl:29])([Cl:28])[C:25](Cl)=[O:26]. The catalyst is ClCCl. The product is [Cl:23][C:24]([Cl:29])([Cl:28])[C:25]([N:13]1[CH2:14][CH2:15][N:10]([C:5]2[CH:6]=[CH:7][CH:8]=[CH:9][C:4]=2[O:3][CH3:2])[CH2:11][CH2:12]1)=[O:26]. The yield is 0.520.